From a dataset of Forward reaction prediction with 1.9M reactions from USPTO patents (1976-2016). Predict the product of the given reaction. Given the reactants [OH:1][C:2]1[CH:3]=[CH:4][C:5]2[CH2:11][CH:10]([NH:12][C:13]([N:15]3[CH2:20][CH2:19][CH:18]([N:21]4[CH2:30][C:29]5[C:24](=[CH:25][CH:26]=[CH:27][CH:28]=5)[NH:23][C:22]4=[O:31])[CH2:17][CH2:16]3)=[O:14])[C:9](=[O:32])[N:8]([CH3:33])[CH2:7][C:6]=2C=1.CO.CCOCC.S(Cl)([Cl:45])(=O)=O.Cl[CH2:48][Cl:49], predict the reaction product. The product is: [Cl:45][C:3]1[C:2]([OH:1])=[C:48]([Cl:49])[C:6]2[CH2:7][N:8]([CH3:33])[C:9](=[O:32])[CH:10]([NH:12][C:13]([N:15]3[CH2:20][CH2:19][CH:18]([N:21]4[CH2:30][C:29]5[C:24](=[CH:25][CH:26]=[CH:27][CH:28]=5)[NH:23][C:22]4=[O:31])[CH2:17][CH2:16]3)=[O:14])[CH2:11][C:5]=2[CH:4]=1.